Task: Predict the product of the given reaction.. Dataset: Forward reaction prediction with 1.9M reactions from USPTO patents (1976-2016) (1) The product is: [C:38]([C:42]1[CH:43]=[CH:44][C:45]([CH:48]([C:49](=[O:50])[NH:51][C:52]2[CH:53]=[CH:54][C:55]([O:58][CH2:59][CH:60]3[CH2:65][CH2:64][CH2:63][CH2:62][CH2:61]3)=[CH:56][CH:57]=2)[CH2:66][C:67]2[CH:72]=[CH:71][C:70]([O:73][CH2:74][CH2:75][S:36][C:34](=[O:37])[CH3:35])=[CH:69][CH:68]=2)=[CH:46][CH:47]=1)([CH3:39])([CH3:40])[CH3:41]. Given the reactants C1(P(C2C=CC=CC=2)C2C=CC=CC=2)C=CC=CC=1.CC(OC(/N=N/C(OC(C)C)=O)=O)C.[C:34]([OH:37])(=[S:36])[CH3:35].[C:38]([C:42]1[CH:47]=[CH:46][C:45]([CH:48]([CH2:66][C:67]2[CH:72]=[CH:71][C:70]([O:73][CH2:74][CH2:75]O)=[CH:69][CH:68]=2)[C:49]([NH:51][C:52]2[CH:57]=[CH:56][C:55]([O:58][CH2:59][CH:60]3[CH2:65][CH2:64][CH2:63][CH2:62][CH2:61]3)=[CH:54][CH:53]=2)=[O:50])=[CH:44][CH:43]=1)([CH3:41])([CH3:40])[CH3:39], predict the reaction product. (2) Given the reactants [Cl:1][C:2]1[C:3]([CH:30]=O)=[C:4]([C:26]([F:29])([F:28])[F:27])[CH:5]=[C:6]2[C:11]=1[N:10]=[CH:9][N:8]([CH2:12][C:13]1[CH:18]=[C:17]([Cl:19])[CH:16]=[CH:15][C:14]=1[S:20]([CH2:23][CH3:24])(=[O:22])=[O:21])[C:7]2=[O:25].[CH3:32][N:33]([C@H:41]1[CH2:46][CH2:45][CH2:44][NH:43][CH2:42]1)C(=O)OC(C)(C)C, predict the reaction product. The product is: [Cl:1][C:2]1[C:3]([CH2:30][N:43]2[CH2:44][CH2:45][CH2:46][C@H:41]([NH:33][CH3:32])[CH2:42]2)=[C:4]([C:26]([F:29])([F:27])[F:28])[CH:5]=[C:6]2[C:11]=1[N:10]=[CH:9][N:8]([CH2:12][C:13]1[CH:18]=[C:17]([Cl:19])[CH:16]=[CH:15][C:14]=1[S:20]([CH2:23][CH3:24])(=[O:22])=[O:21])[C:7]2=[O:25]. (3) Given the reactants [CH3:1][NH:2][C:3]([C:5]1[C:6]([C:11]2[CH:16]=[CH:15][CH:14]=[CH:13][CH:12]=2)=[N:7][O:8][C:9]=1[CH3:10])=[O:4].[CH3:17][O:18][C:19]1[CH:26]=[C:25]([O:27][CH3:28])[CH:24]=[CH:23][C:20]=1[CH:21]=O, predict the reaction product. The product is: [CH3:17][O:18][C:19]1[CH:26]=[C:25]([O:27][CH3:28])[CH:24]=[CH:23][C:20]=1[C:21]1[N:2]([CH3:1])[C:3](=[O:4])[C:5]2[C:6]([C:11]3[CH:16]=[CH:15][CH:14]=[CH:13][CH:12]=3)=[N:7][O:8][C:9]=2[CH:10]=1. (4) Given the reactants [C:1]([O:5][C:6](=[O:29])[C:7]([O:10]/[N:11]=[C:12](/[C:16]1[N:17]=[C:18]([NH:21][C:22]([O:24][C:25]([CH3:28])([CH3:27])[CH3:26])=[O:23])[S:19][CH:20]=1)\[C:13]([OH:15])=O)([CH3:9])[CH3:8])([CH3:4])([CH3:3])[CH3:2].[CH:30]1[CH:35]=[C:34]2[N:36]=[C:37]([S:39][S:39][C:37]3[S:38][C:33]4[C:34](=[CH:35][CH:30]=[CH:31][CH:32]=4)[N:36]=3)[S:38][C:33]2=[CH:32][CH:31]=1.C1(P(C2C=CC=CC=2)C2C=CC=CC=2)C=CC=CC=1, predict the reaction product. The product is: [S:38]1[C:33]2[CH:32]=[CH:31][CH:30]=[CH:35][C:34]=2[N:36]=[C:37]1[S:39][C:13](=[O:15])/[C:12](=[N:11]\[O:10][C:7]([CH3:8])([CH3:9])[C:6]([O:5][C:1]([CH3:2])([CH3:4])[CH3:3])=[O:29])/[C:16]1[N:17]=[C:18]([NH:21][C:22]([O:24][C:25]([CH3:27])([CH3:28])[CH3:26])=[O:23])[S:19][CH:20]=1. (5) Given the reactants [CH2:1]([NH:8][C:9]([CH:11]1[CH2:23][N:21]2[C:22]3[CH:14]([CH:15]([NH:24][C:25](=[O:38])[CH:26]([CH2:34][CH:35]([CH3:37])[CH3:36])[CH:27]([CH2:31][CH2:32][CH3:33])[C:28]([NH2:30])=[O:29])[CH2:16][CH2:17][C:18]=3[CH:19]=[CH:20]2)[C:13](=[O:39])[CH2:12]1)=[O:10])[C:2]1C=CC=CC=1.[CH:40](N)(C)C, predict the reaction product. The product is: [CH2:34]([CH:26]([CH:27]([CH2:31][CH2:32][CH3:33])[C:28]([NH2:30])=[O:29])[C:25]([NH:24][CH:15]1[CH:14]2[C:13](=[O:39])[CH2:12][CH:11]([C:9](=[O:10])[NH:8][CH:1]([CH3:40])[CH3:2])[CH2:23][N:21]3[C:22]2=[C:18]([CH:19]=[CH:20]3)[CH2:17][CH2:16]1)=[O:38])[CH:35]([CH3:37])[CH3:36]. (6) Given the reactants [C:1]([CH2:3][NH:4][C:5](=[O:27])[C@@H:6]([NH:11][C@@H:12]([C:20]1[CH:25]=[CH:24][C:23](Br)=[CH:22][CH:21]=1)[C:13]1[CH:18]=[CH:17][C:16]([F:19])=[CH:15][CH:14]=1)[CH2:7][CH:8]([CH3:10])[CH3:9])#[N:2].[CH3:28][S:29]([C:32]1[CH:37]=[CH:36][C:35](B2OC(C)(C)C(C)(C)O2)=[CH:34][CH:33]=1)(=[O:31])=[O:30].C(=O)([O-])[O-].[K+].[K+].C(OCC)(=O)C, predict the reaction product. The product is: [C:1]([CH2:3][NH:4][C:5](=[O:27])[C@H:6]([CH2:7][CH:8]([CH3:10])[CH3:9])[NH:11][C@H:12]([C:13]1[CH:18]=[CH:17][C:16]([F:19])=[CH:15][CH:14]=1)[C:20]1[CH:25]=[CH:24][C:23]([C:35]2[CH:36]=[CH:37][C:32]([S:29]([CH3:28])(=[O:31])=[O:30])=[CH:33][CH:34]=2)=[CH:22][CH:21]=1)#[N:2]. (7) Given the reactants [H-].[Na+].[NH:3]1[C:7]2[CH:8]=[CH:9][CH:10]=[C:11]([C:12]([OH:14])=[O:13])[C:6]=2[N:5]=[CH:4]1.Br[CH2:16][C:17]1[CH:22]=[C:21]([Cl:23])[CH:20]=[CH:19][C:18]=1[O:24][CH2:25][C:26]1[CH:31]=[CH:30][C:29]([Cl:32])=[CH:28][C:27]=1[F:33], predict the reaction product. The product is: [Cl:23][C:21]1[CH:20]=[CH:19][C:18]([O:24][CH2:25][C:26]2[CH:31]=[CH:30][C:29]([Cl:32])=[CH:28][C:27]=2[F:33])=[C:17]([CH:22]=1)[CH2:16][N:3]1[C:7]2[CH:8]=[CH:9][CH:10]=[C:11]([C:12]([OH:14])=[O:13])[C:6]=2[N:5]=[CH:4]1.